This data is from Peptide-MHC class II binding affinity with 134,281 pairs from IEDB. The task is: Regression. Given a peptide amino acid sequence and an MHC pseudo amino acid sequence, predict their binding affinity value. This is MHC class II binding data. The peptide sequence is IALLVLAVGPAYSAH. The MHC is DRB1_0404 with pseudo-sequence DRB1_0404. The binding affinity (normalized) is 0.898.